From a dataset of Full USPTO retrosynthesis dataset with 1.9M reactions from patents (1976-2016). Predict the reactants needed to synthesize the given product. (1) Given the product [C:1]([C:5]1[CH:31]=[C:8]2[N:9]=[C:10]([CH3:30])[C:11]([CH2:22][C:23]([OH:25])=[O:24])=[C:12]([C:13]3[CH:18]=[CH:17][C:16]([CH3:19])=[CH:15][C:14]=3[O:20][CH3:21])[N:7]2[N:6]=1)([CH3:4])([CH3:3])[CH3:2], predict the reactants needed to synthesize it. The reactants are: [C:1]([C:5]1[CH:31]=[C:8]2[N:9]=[C:10]([CH3:30])[C:11]([CH:22](CCC)[C:23]([O:25]C)=[O:24])=[C:12]([C:13]3[CH:18]=[CH:17][C:16]([CH3:19])=[CH:15][C:14]=3[O:20][CH3:21])[N:7]2[N:6]=1)([CH3:4])([CH3:3])[CH3:2].[OH-].[Na+].Cl. (2) Given the product [CH3:1][C:2]1[CH:3]=[C:4]([C:25]2[CH2:26][CH2:27][N:28]([C:32]([O:34][CH2:35][CH3:36])=[O:33])[CH2:29][CH:30]=2)[C:5]2[N:6]([N:8]=[C:9]([NH:11][CH:12]3[CH2:17][CH2:16][N:15]([C:18]4[CH:23]=[C:22]([CH3:24])[N:21]=[CH:20][N:19]=4)[CH2:14][CH2:13]3)[N:10]=2)[CH:7]=1, predict the reactants needed to synthesize it. The reactants are: [CH3:1][C:2]1[CH:3]=[C:4]([C:25]2[CH2:26][CH2:27][NH:28][CH2:29][CH:30]=2)[C:5]2[N:6]([N:8]=[C:9]([NH:11][CH:12]3[CH2:17][CH2:16][N:15]([C:18]4[CH:23]=[C:22]([CH3:24])[N:21]=[CH:20][N:19]=4)[CH2:14][CH2:13]3)[N:10]=2)[CH:7]=1.Cl[C:32]([O:34][CH2:35][CH3:36])=[O:33]. (3) Given the product [Br:21][C:5]1[C:4]2[C:9](=[CH:10][CH:11]=[C:2]([OH:1])[CH:3]=2)[C:8](=[O:12])[N:7]([C:13]2[CH:18]=[CH:17][C:16]([O:19][CH3:20])=[CH:15][CH:14]=2)[CH:6]=1, predict the reactants needed to synthesize it. The reactants are: [OH:1][C:2]1[CH:3]=[C:4]2[C:9](=[CH:10][CH:11]=1)[C:8](=[O:12])[N:7]([C:13]1[CH:18]=[CH:17][C:16]([O:19][CH3:20])=[CH:15][CH:14]=1)[CH:6]=[CH:5]2.[Br:21]N1C(=O)CCC1=O.C(=O)(O)[O-].[Na+]. (4) Given the product [CH:1]1([N:21]2[CH2:22][CH2:23][C@@H:19]([N:13]3[CH2:12][CH2:11][C:10]4[C:15](=[CH:16][CH:17]=[C:8]([OH:7])[CH:9]=4)[C:14]3=[O:18])[CH2:20]2)[CH2:5][CH2:4][CH2:3][CH2:2]1, predict the reactants needed to synthesize it. The reactants are: [C:1]1(=O)[CH2:5][CH2:4][CH2:3][CH2:2]1.[OH:7][C:8]1[CH:9]=[C:10]2[C:15](=[CH:16][CH:17]=1)[C:14](=[O:18])[N:13]([C@@H:19]1[CH2:23][CH2:22][NH:21][CH2:20]1)[CH2:12][CH2:11]2. (5) Given the product [C:26]([NH:52][NH:51][C:49]([C@@H:44]1[CH2:43][CH2:42][C@@H:41]2[CH2:48][N:45]1[C:46](=[O:47])[N:40]2[O:39][CH2:32][C:33]1[CH:38]=[CH:37][CH:36]=[CH:35][CH:34]=1)=[O:50])(=[O:25])[CH3:28], predict the reactants needed to synthesize it. The reactants are: CN(C(ON1N=NC2C=CC=NC1=2)=[N+](C)C)C.F[P-](F)(F)(F)(F)F.[OH:25][C:26]([C:28](F)(F)F)=O.[CH2:32]([O:39][N:40]1[C:46](=[O:47])[N:45]2[CH2:48][C@H:41]1[CH2:42][CH2:43][C@H:44]2[C:49]([NH:51][NH2:52])=[O:50])[C:33]1[CH:38]=[CH:37][CH:36]=[CH:35][CH:34]=1.C(O)(=O)C.CCN(C(C)C)C(C)C. (6) Given the product [CH2:9]([N:16]([C:37]([O:39][C:40]([CH3:43])([CH3:42])[CH3:41])=[O:38])[CH:2]1[CH2:5][CH:4]([C:6]([OH:8])=[O:7])[CH2:3]1)[C:10]1[CH:15]=[CH:14][CH:13]=[CH:12][CH:11]=1, predict the reactants needed to synthesize it. The reactants are: O=[C:2]1[CH2:5][CH:4]([C:6]([OH:8])=[O:7])[CH2:3]1.[CH2:9]([NH2:16])[C:10]1[CH:15]=[CH:14][CH:13]=[CH:12][CH:11]=1.C(O)(=O)C.C(O[BH-](OC(=O)C)OC(=O)C)(=O)C.[Na+].[OH-].[Na+].[C:37](O[C:37]([O:39][C:40]([CH3:43])([CH3:42])[CH3:41])=[O:38])([O:39][C:40]([CH3:43])([CH3:42])[CH3:41])=[O:38]. (7) Given the product [CH3:1][C:2]1[CH:12]=[N:11][C:5]2[N:6]([C:26]([O:28][C:29]3[CH:30]=[CH:31][C:32]([N+:35]([O-:37])=[O:36])=[CH:33][CH:34]=3)=[O:27])[CH2:7][C:8](=[O:10])[NH:9][C:4]=2[CH:3]=1, predict the reactants needed to synthesize it. The reactants are: [CH3:1][C:2]1[CH:12]=[N:11][C:5]2[NH:6][CH2:7][C:8](=[O:10])[NH:9][C:4]=2[CH:3]=1.CN(C)C(=O)C.N1C=CC=CC=1.Cl[C:26]([O:28][C:29]1[CH:34]=[CH:33][C:32]([N+:35]([O-:37])=[O:36])=[CH:31][CH:30]=1)=[O:27]. (8) Given the product [NH2:1][C@H:2]([C:10]([O:12][CH2:27][C:28]1[CH:33]=[CH:32][CH:31]=[CH:30][CH:29]=1)=[O:11])[CH2:3][CH2:4][CH2:5][NH:6][C:7](=[NH:9])[NH2:8], predict the reactants needed to synthesize it. The reactants are: [NH:1](C(OC(C)(C)C)=O)[C@H:2]([C:10]([OH:12])=[O:11])[CH2:3][CH2:4][CH2:5][NH:6][C:7](=[NH:9])[NH2:8].C([O-])([O-])=O.[Cs+].[Cs+].[Cs].[CH2:27](Br)[C:28]1[CH:33]=[CH:32][CH:31]=[CH:30][CH:29]=1. (9) Given the product [CH3:9][O:8][C:6]1[CH:5]=[CH:4][N:3]=[C:2]([C:38]2[CH:39]=[N:40][C:35]([N:20]3[C:21]4[C:26](=[CH:25][CH:24]=[C:23]([C:27]([N:29]5[CH2:34][CH2:33][O:32][CH2:31][CH2:30]5)=[O:28])[CH:22]=4)[C:18]([S:17][CH3:16])=[CH:19]3)=[N:36][CH:37]=2)[CH:7]=1, predict the reactants needed to synthesize it. The reactants are: Br[C:2]1[CH:7]=[C:6]([O:8][CH3:9])[CH:5]=[CH:4][N:3]=1.C(=O)([O-])[O-].[K+].[K+].[CH3:16][S:17][C:18]1[C:26]2[C:21](=[CH:22][C:23]([C:27]([N:29]3[CH2:34][CH2:33][O:32][CH2:31][CH2:30]3)=[O:28])=[CH:24][CH:25]=2)[N:20]([C:35]2[N:40]=[CH:39][C:38](B3OC(C)(C)C(C)(C)O3)=[CH:37][N:36]=2)[CH:19]=1. (10) Given the product [O:1]1[C:5]2[CH:6]=[C:7]([C@@H:10]([O:14][C:15]3[CH:16]=[C:17]4[C:21](=[CH:22][CH:23]=3)[N:20]([C:24]3[CH:25]=[CH:26][C:27]([F:30])=[CH:28][CH:29]=3)[N:19]=[CH:18]4)[C@@H:11]([NH:13][C:33](=[O:34])[C:32]([F:37])([F:31])[CH3:36])[CH3:12])[CH:8]=[CH:9][C:4]=2[CH2:3][CH2:2]1, predict the reactants needed to synthesize it. The reactants are: [O:1]1[C:5]2[CH:6]=[C:7]([C@@H:10]([O:14][C:15]3[CH:16]=[C:17]4[C:21](=[CH:22][CH:23]=3)[N:20]([C:24]3[CH:29]=[CH:28][C:27]([F:30])=[CH:26][CH:25]=3)[N:19]=[CH:18]4)[C@@H:11]([NH2:13])[CH3:12])[CH:8]=[CH:9][C:4]=2[CH2:3][CH2:2]1.[F:31][C:32]([F:37])([CH3:36])[C:33](O)=[O:34].CN(C(ON1N=NC2C=CC=NC1=2)=[N+](C)C)C.F[P-](F)(F)(F)(F)F.C(N(C(C)C)C(C)C)C.Cl.